Dataset: NCI-60 drug combinations with 297,098 pairs across 59 cell lines. Task: Regression. Given two drug SMILES strings and cell line genomic features, predict the synergy score measuring deviation from expected non-interaction effect. (1) Drug 1: COC1=NC(=NC2=C1N=CN2C3C(C(C(O3)CO)O)O)N. Drug 2: CC1=C(N=C(N=C1N)C(CC(=O)N)NCC(C(=O)N)N)C(=O)NC(C(C2=CN=CN2)OC3C(C(C(C(O3)CO)O)O)OC4C(C(C(C(O4)CO)O)OC(=O)N)O)C(=O)NC(C)C(C(C)C(=O)NC(C(C)O)C(=O)NCCC5=NC(=CS5)C6=NC(=CS6)C(=O)NCCC[S+](C)C)O. Cell line: HOP-92. Synergy scores: CSS=22.4, Synergy_ZIP=-3.59, Synergy_Bliss=2.84, Synergy_Loewe=-25.9, Synergy_HSA=0.746. (2) Drug 1: C1=C(C(=O)NC(=O)N1)N(CCCl)CCCl. Drug 2: CCN(CC)CCCC(C)NC1=C2C=C(C=CC2=NC3=C1C=CC(=C3)Cl)OC. Cell line: PC-3. Synergy scores: CSS=36.5, Synergy_ZIP=-2.39, Synergy_Bliss=3.94, Synergy_Loewe=6.73, Synergy_HSA=7.36. (3) Drug 1: C1=C(C(=O)NC(=O)N1)F. Drug 2: C1CNP(=O)(OC1)N(CCCl)CCCl. Cell line: MOLT-4. Synergy scores: CSS=12.9, Synergy_ZIP=7.77, Synergy_Bliss=-5.95, Synergy_Loewe=-19.0, Synergy_HSA=-6.72.